Dataset: Forward reaction prediction with 1.9M reactions from USPTO patents (1976-2016). Task: Predict the product of the given reaction. (1) Given the reactants [C:1]([C:5]1[CH:26]=[CH:25][C:8]([C:9]([NH:11][C:12]2[CH:13]=[N:14][C:15]([C:18]3[CH:23]=[CH:22][CH:21]=[CH:20][C:19]=3[F:24])=[CH:16][CH:17]=2)=[O:10])=[CH:7][C:6]=1[NH:27][C:28](=[O:32])[CH:29](Cl)[CH3:30])([CH3:4])([CH3:3])[CH3:2].[NH:33]1[CH2:38][CH2:37][O:36][CH2:35][CH2:34]1.C(N(CC)CC)C.[I-].[K+], predict the reaction product. The product is: [C:1]([C:5]1[CH:26]=[CH:25][C:8]([C:9]([NH:11][C:12]2[CH:13]=[N:14][C:15]([C:18]3[CH:23]=[CH:22][CH:21]=[CH:20][C:19]=3[F:24])=[CH:16][CH:17]=2)=[O:10])=[CH:7][C:6]=1[NH:27][C:28](=[O:32])[CH:29]([N:33]1[CH2:38][CH2:37][O:36][CH2:35][CH2:34]1)[CH3:30])([CH3:4])([CH3:3])[CH3:2]. (2) Given the reactants [F:1][C:2]([F:15])([F:14])[C:3]1[CH:8]=[CH:7][C:6](/[CH:9]=[CH:10]/[C:11]([NH2:13])=[O:12])=[CH:5][CH:4]=1.ClCC(CCl)=O.[C:22]1([CH3:28])[CH:27]=CC=CC=1.[C:29]([O-:32])(=[O:31])[CH3:30].[Na+], predict the reaction product. The product is: [C:29]([O:32][CH2:28][C:22]1[N:13]=[C:11](/[CH:10]=[CH:9]/[C:6]2[CH:5]=[CH:4][C:3]([C:2]([F:14])([F:15])[F:1])=[CH:8][CH:7]=2)[O:12][CH:27]=1)(=[O:31])[CH3:30].